Dataset: Peptide-MHC class II binding affinity with 134,281 pairs from IEDB. Task: Regression. Given a peptide amino acid sequence and an MHC pseudo amino acid sequence, predict their binding affinity value. This is MHC class II binding data. (1) The peptide sequence is IKTLQNKLCSKFTRG. The MHC is DRB1_0101 with pseudo-sequence DRB1_0101. The binding affinity (normalized) is 0.628. (2) The peptide sequence is CGIFALVSFLLLAGR. The MHC is DRB1_0101 with pseudo-sequence DRB1_0101. The binding affinity (normalized) is 0.784. (3) The peptide sequence is TGLWPFIRINNLKVK. The MHC is DRB1_0701 with pseudo-sequence DRB1_0701. The binding affinity (normalized) is 1.00. (4) The peptide sequence is GVPVHLCNLIQKRTL. The MHC is DRB1_0101 with pseudo-sequence DRB1_0101. The binding affinity (normalized) is 0.501. (5) The peptide sequence is NFRFMSKGGMRNVFDEVIPT. The MHC is DRB4_0101 with pseudo-sequence DRB4_0103. The binding affinity (normalized) is 0.627. (6) The peptide sequence is SPALFLSFLYTLELK. The binding affinity (normalized) is 0.594. The MHC is DRB1_1101 with pseudo-sequence DRB1_1101. (7) The peptide sequence is GPTSDEAGPAVAEQL. The MHC is DRB1_0405 with pseudo-sequence DRB1_0405. The binding affinity (normalized) is 0.317. (8) The peptide sequence is AFILYGDNLFPKV. The MHC is DRB1_0401 with pseudo-sequence DRB1_0401. The binding affinity (normalized) is 0.476.